This data is from Reaction yield outcomes from USPTO patents with 853,638 reactions. The task is: Predict the reaction yield, written as a fraction of the theoretical maximum amount of product (1.0 means a 100% yield; for example, 0.34 means a 34% yield). (1) The reactants are [C:1]([N:8]1[CH2:13][CH2:12][CH2:11][CH2:10][C:9]1=O)([O:3][C:4]([CH3:7])([CH3:6])[CH3:5])=[O:2].[Br:15][C:16]1[CH:21]=[CH:20][CH:19]=[C:18]([NH:22][NH2:23])[N:17]=1. The catalyst is CO. The product is [Br:15][C:16]1[N:17]=[C:18]([NH:22][N:23]=[C:11]2[CH2:12][CH2:13][N:8]([C:1]([O:3][C:4]([CH3:7])([CH3:6])[CH3:5])=[O:2])[CH2:9][CH2:10]2)[CH:19]=[CH:20][CH:21]=1. The yield is 0.990. (2) The reactants are [CH2:1]([O:8][C:9]1[CH:17]=[CH:16][C:12]([C:13](O)=[O:14])=[CH:11][CH:10]=1)[C:2]1[CH:7]=[CH:6][CH:5]=[CH:4][CH:3]=1.C(Cl)(=O)C([Cl:21])=O.CN(C)C=O. The catalyst is ClCCl. The product is [CH2:1]([O:8][C:9]1[CH:17]=[CH:16][C:12]([C:13]([Cl:21])=[O:14])=[CH:11][CH:10]=1)[C:2]1[CH:7]=[CH:6][CH:5]=[CH:4][CH:3]=1. The yield is 0.980. (3) The reactants are CN1CCN(C2C=CC(NC3C4N(N=CN=4)C(C4C=C(C(N)=O)SC=4)=CN=3)=CC=2)CC1.[Br:32][C:33]1[N:38]2[N:39]=[CH:40][N:41]=[C:37]2[C:36](Br)=[N:35][CH:34]=1.[N:43]1([CH2:49][CH2:50][O:51][C:52]2[CH:57]=[CH:56][C:55]([NH2:58])=[CH:54][CH:53]=2)[CH2:48][CH2:47][O:46][CH2:45][CH2:44]1.C(N(CC)C(C)C)(C)C. The catalyst is CC(O)C. The product is [Br:32][C:33]1[N:38]2[N:39]=[CH:40][N:41]=[C:37]2[C:36]([NH:58][C:55]2[CH:56]=[CH:57][C:52]([O:51][CH2:50][CH2:49][N:43]3[CH2:44][CH2:45][O:46][CH2:47][CH2:48]3)=[CH:53][CH:54]=2)=[N:35][CH:34]=1. The yield is 0.860. (4) The reactants are N12[CH2:8][CH2:7]N(CC1)CC2.[C:9]([O:13][C:14]([N:16]1[CH2:21][CH2:20][CH:19]([CH2:22][OH:23])[CH2:18][CH2:17]1)=[O:15])([CH3:12])([CH3:11])[CH3:10].[C:24]1(C)[C:25]([S:30](Cl)(=[O:32])=[O:31])=[CH:26][CH:27]=C[CH:29]=1. The catalyst is COC(C)(C)C.CCOCC. The product is [C:9]([O:13][C:14]([N:16]1[CH2:21][CH2:20][CH:19]([CH2:22][O:23][S:30]([C:25]2[CH:26]=[CH:27][C:7]([CH3:8])=[CH:29][CH:24]=2)(=[O:32])=[O:31])[CH2:18][CH2:17]1)=[O:15])([CH3:12])([CH3:11])[CH3:10]. The yield is 0.850.